Task: Predict the product of the given reaction.. Dataset: Forward reaction prediction with 1.9M reactions from USPTO patents (1976-2016) (1) Given the reactants [Cl:1][C:2]1[CH:3]=[C:4](/[C:9](/[C:31]([F:34])([F:33])[F:32])=[CH:10]/[C:11]([C:14]2[CH:15]=[C:16]3[C:20](=[CH:21][CH:22]=2)[CH:19]([NH:23][C:24](=[O:30])[CH2:25][CH:26]([O:28][CH3:29])[CH3:27])[CH2:18][CH2:17]3)=[N:12][OH:13])[CH:5]=[C:6]([Cl:8])[CH:7]=1.C(N(CC)CC)C.[C:42](Cl)(=[O:44])[CH3:43], predict the reaction product. The product is: [Cl:1][C:2]1[CH:3]=[C:4](/[C:9](/[C:31]([F:34])([F:32])[F:33])=[CH:10]/[C:11]([C:14]2[CH:15]=[C:16]3[C:20](=[CH:21][CH:22]=2)[CH:19]([NH:23][C:24](=[O:30])[CH2:25][CH:26]([O:28][CH3:29])[CH3:27])[CH2:18][CH2:17]3)=[N:12][O:13][C:42](=[O:44])[CH3:43])[CH:5]=[C:6]([Cl:8])[CH:7]=1. (2) Given the reactants CC1C=CC(S([O:11][CH2:12][C:13](O)([CH2:18][O:19][S:20]([C:23]2[CH:28]=[CH:27][C:26]([CH3:29])=[CH:25][CH:24]=2)(=[O:22])=[O:21])[C:14]([F:17])([F:16])[F:15])(=O)=O)=CC=1.C(=O)([O-])[O-], predict the reaction product. The product is: [CH3:29][C:26]1[CH:27]=[CH:28][C:23]([S:20]([O:19][CH2:18][C:13]2([C:14]([F:17])([F:16])[F:15])[CH2:12][O:11]2)(=[O:22])=[O:21])=[CH:24][CH:25]=1. (3) Given the reactants [F:1][C:2]1[CH:3]=[C:4]([NH:26][C:27]([C:29]2[C:30](=[O:42])[N:31]([C:36]3[CH:41]=[CH:40][CH:39]=[CH:38][CH:37]=3)[N:32]([CH3:35])[C:33]=2[CH3:34])=[O:28])[CH:5]=[CH:6][C:7]=1[O:8][C:9]1[C:18]2[C:13](=[CH:14][C:15]([O:19][CH2:20][CH2:21][C:22]3([OH:25])[CH2:24][CH2:23]3)=[CH:16][CH:17]=2)[N:12]=[CH:11][CH:10]=1.[C:43]([NH:50][CH2:51][C:52](O)=[O:53])([O:45][C:46]([CH3:49])([CH3:48])[CH3:47])=[O:44].C1CCC(N=C=NC2CCCCC2)CC1, predict the reaction product. The product is: [C:46]([O:45][C:43]([NH:50][CH2:51][C:52]([O:25][C:22]1([CH2:21][CH2:20][O:19][C:15]2[CH:14]=[C:13]3[C:18]([C:9]([O:8][C:7]4[CH:6]=[CH:5][C:4]([NH:26][C:27]([C:29]5[C:30](=[O:42])[N:31]([C:36]6[CH:37]=[CH:38][CH:39]=[CH:40][CH:41]=6)[N:32]([CH3:35])[C:33]=5[CH3:34])=[O:28])=[CH:3][C:2]=4[F:1])=[CH:10][CH:11]=[N:12]3)=[CH:17][CH:16]=2)[CH2:23][CH2:24]1)=[O:53])=[O:44])([CH3:49])([CH3:48])[CH3:47].